From a dataset of Full USPTO retrosynthesis dataset with 1.9M reactions from patents (1976-2016). Predict the reactants needed to synthesize the given product. (1) Given the product [CH2:1]([O:8][NH:9][C:10](=[O:19])[CH2:11][CH2:12][CH2:13][CH2:14][CH2:15][CH2:16][CH2:17][N:28]1[CH2:27][CH2:26][C:25]2[C:30](=[CH:31][C:32]([O:33][CH3:34])=[C:23]([O:22][CH3:21])[CH:24]=2)[CH2:29]1)[C:2]1[CH:7]=[CH:6][CH:5]=[CH:4][CH:3]=1, predict the reactants needed to synthesize it. The reactants are: [CH2:1]([O:8][NH:9][C:10](=[O:19])[CH2:11][CH2:12][CH2:13][CH2:14][CH2:15][CH2:16][CH2:17]Br)[C:2]1[CH:7]=[CH:6][CH:5]=[CH:4][CH:3]=1.Cl.[CH3:21][O:22][C:23]1[CH:24]=[C:25]2[C:30](=[CH:31][C:32]=1[O:33][CH3:34])[CH2:29][NH:28][CH2:27][CH2:26]2.C(=O)([O-])[O-].[K+].[K+]. (2) Given the product [F:34][C:2]([F:1])([F:33])[C:3]1[CH:4]=[C:5]([CH:26]=[C:27]([C:29]([F:32])([F:31])[F:30])[CH:28]=1)[C:6]([N:8]1[CH2:25][CH2:24][C:11]2([N:15]([C:16]3[CH:21]=[CH:20][CH:19]=[CH:18][C:17]=3[CH3:22])[CH2:14][N:13]([CH2:36][CH2:35][OH:37])[C:12]2=[O:23])[CH2:10][CH2:9]1)=[O:7], predict the reactants needed to synthesize it. The reactants are: [F:1][C:2]([F:34])([F:33])[C:3]1[CH:4]=[C:5]([CH:26]=[C:27]([C:29]([F:32])([F:31])[F:30])[CH:28]=1)[C:6]([N:8]1[CH2:25][CH2:24][C:11]2([N:15]([C:16]3[CH:21]=[CH:20][CH:19]=[CH:18][C:17]=3[CH3:22])[CH2:14][NH:13][C:12]2=[O:23])[CH2:10][CH2:9]1)=[O:7].[CH2:35]([OH:37])[CH3:36]. (3) Given the product [Br:42][C:2]1[C:3]([C:31](=[O:41])[N:32]([CH2:37][CH2:38][CH2:39][CH3:40])[CH2:33][CH2:34][CH2:35][CH3:36])=[N:4][N:5]([C:8]2[CH:18]=[CH:17][C:11]([C:12]([O:14][CH2:15][CH3:16])=[O:13])=[CH:10][C:9]=2[C:19]([N:21]2[CH2:30][CH2:29][C:28]3[C:23](=[CH:24][CH:25]=[CH:26][CH:27]=3)[CH2:22]2)=[O:20])[C:6]=1[CH3:7], predict the reactants needed to synthesize it. The reactants are: Cl[C:2]1[C:3]([C:31](=[O:41])[N:32]([CH2:37][CH2:38][CH2:39][CH3:40])[CH2:33][CH2:34][CH2:35][CH3:36])=[N:4][N:5]([C:8]2[CH:18]=[CH:17][C:11]([C:12]([O:14][CH2:15][CH3:16])=[O:13])=[CH:10][C:9]=2[C:19]([N:21]2[CH2:30][CH2:29][C:28]3[C:23](=[CH:24][CH:25]=[CH:26][CH:27]=3)[CH2:22]2)=[O:20])[C:6]=1[CH3:7].[Br:42]C1C(C(N(CCCC)CCCC)=O)=NNC=1C.FC1C=CC(C(OCC)=O)=CC=1C(N1CCC2C(=CC=CC=2)C1)=O. (4) Given the product [OH:4][CH2:5][CH:6]1[O:7][CH2:8][C@@H:9]([NH:12][C:13](=[O:14])[O:15][C:16]([CH3:18])([CH3:17])[CH3:19])[CH2:10][CH2:11]1, predict the reactants needed to synthesize it. The reactants are: C([O:4][CH2:5][CH:6]1[CH:11]=[CH:10][C@H:9]([NH:12][C:13]([O:15][C:16]([CH3:19])([CH3:18])[CH3:17])=[O:14])[CH2:8][O:7]1)(=O)C.